The task is: Predict the reaction yield, written as a fraction of the theoretical maximum amount of product (1.0 means a 100% yield; for example, 0.34 means a 34% yield).. This data is from Reaction yield outcomes from USPTO patents with 853,638 reactions. (1) The reactants are [CH:1]([C:4]1[CH:9]=[CH:8][C:7]([CH:10]2[C:14]3[C:15]([CH3:30])=[C:16]([NH:21][C:22](=O)[O:23]CC(Cl)(Cl)Cl)[C:17]([CH3:20])=[C:18]([CH3:19])[C:13]=3[O:12][CH2:11]2)=[CH:6][CH:5]=1)([CH3:3])[CH3:2].[NH:31]1[CH2:35][CH2:34][CH2:33][CH2:32]1.C(N(C(C)C)CC)(C)C.O. The catalyst is CS(C)=O. The product is [CH:1]([C:4]1[CH:5]=[CH:6][C:7]([CH:10]2[C:14]3[C:15]([CH3:30])=[C:16]([NH:21][C:22]([N:31]4[CH2:35][CH2:34][CH2:33][CH2:32]4)=[O:23])[C:17]([CH3:20])=[C:18]([CH3:19])[C:13]=3[O:12][CH2:11]2)=[CH:8][CH:9]=1)([CH3:3])[CH3:2]. The yield is 0.440. (2) The reactants are [CH:1]([C:3]1[CH:4]=[CH:5][C:6]2[O:10][C:9]([C:11]3[CH:12]=[N:13][CH:14]=[C:15]([C:18]=3[NH:19][C:20]3[C:21]([CH3:29])=[C:22]4[C:26](=[CH:27][CH:28]=3)[NH:25][CH:24]=[CH:23]4)[C:16]#[N:17])=[CH:8][C:7]=2[CH:30]=1)=[O:2].[OH:31][CH2:32][CH:33]1[CH2:38][CH2:37][NH:36][CH2:35][CH2:34]1.C(O)(=O)C.C(O[BH-](OC(=O)C)OC(=O)C)(=O)C.[Na+]. The catalyst is C(Cl)Cl.CN1C(=O)CCC1. The product is [OH:31][CH2:32][CH:33]1[CH2:38][CH2:37][N:36]([CH2:1][C:3]2[CH:4]=[CH:5][C:6]3[O:10][C:9]([C:11]4[CH:12]=[N:13][CH:14]=[C:15]([C:18]=4[NH:19][C:20]4[C:21]([CH3:29])=[C:22]5[C:26](=[CH:27][CH:28]=4)[NH:25][CH:24]=[CH:23]5)[C:16]#[N:17])=[CH:8][C:7]=3[CH:30]=2)[CH2:35][CH2:34]1.[OH:2][CH2:1][C:3]1[CH:4]=[CH:5][C:6]2[O:10][C:9]([C:11]3[CH:12]=[N:13][CH:14]=[C:15]([C:18]=3[NH:19][C:20]3[C:21]([CH3:29])=[C:22]4[C:26](=[CH:27][CH:28]=3)[NH:25][CH:24]=[CH:23]4)[C:16]#[N:17])=[CH:8][C:7]=2[CH:30]=1. The yield is 0.510. (3) The reactants are C([O:4][CH2:5][C:6]([CH3:44])([CH3:43])[CH2:7][N:8]1[C:14]2[CH:15]=[CH:16][C:17]([Cl:19])=[CH:18][C:13]=2[C@@H:12]([C:20]2[CH:25]=[CH:24][CH:23]=[C:22]([O:26][CH3:27])[C:21]=2[O:28][CH3:29])[O:11][C@H:10]([CH2:30][C:31]2[O:32][C:33]([CH:36]([CH3:41])[C:37]([O:39]C)=[O:38])=[CH:34][N:35]=2)[C:9]1=[O:42])(=O)C.[OH-].[Na+].C(O)C. The catalyst is O. The product is [Cl:19][C:17]1[CH:16]=[CH:15][C:14]2[N:8]([CH2:7][C:6]([CH3:43])([CH3:44])[CH2:5][OH:4])[C:9](=[O:42])[C@@H:10]([CH2:30][C:31]3[O:32][C:33]([CH:36]([CH3:41])[C:37]([OH:39])=[O:38])=[CH:34][N:35]=3)[O:11][C@H:12]([C:20]3[CH:25]=[CH:24][CH:23]=[C:22]([O:26][CH3:27])[C:21]=3[O:28][CH3:29])[C:13]=2[CH:18]=1. The yield is 0.500. (4) The reactants are [NH2:1][C:2]1[CH:7]=[CH:6][C:5]([CH3:8])=[CH:4][C:3]=1[S:9]([CH2:12][C:13]([O:15][CH3:16])=[O:14])(=[O:11])=[O:10].[N:17]([O-])=O.[Na+]. The catalyst is C(O)(=O)C.O. The product is [CH3:8][C:5]1[CH:6]=[CH:7][C:2]2[NH:1][N:17]=[C:12]([C:13]([O:15][CH3:16])=[O:14])[S:9](=[O:11])(=[O:10])[C:3]=2[CH:4]=1. The yield is 0.670. (5) The reactants are [NH2:1][C:2]1[CH:7]=[CH:6][C:5]([N:8]2[CH2:13][CH2:12][CH:11]([C:14]3[O:18][C:17](=[O:19])[N:16]([CH3:20])[N:15]=3)[CH2:10][CH2:9]2)=[CH:4][CH:3]=1.[N+:21]([C:24]1[O:28][C:27]([CH:29]=O)=[CH:26][CH:25]=1)([O-:23])=[O:22]. The yield is 0.860. The catalyst is CC(O)=O.CO. The product is [CH3:20][N:16]1[N:15]=[C:14]([CH:11]2[CH2:10][CH2:9][N:8]([C:5]3[CH:4]=[CH:3][C:2](/[N:1]=[CH:29]/[C:27]4[O:28][C:24]([N+:21]([O-:23])=[O:22])=[CH:25][CH:26]=4)=[CH:7][CH:6]=3)[CH2:13][CH2:12]2)[O:18][C:17]1=[O:19]. (6) The reactants are Cl[C:2]1[N:7]=[C:6]([S:8][CH3:9])[N:5]=[C:4]([NH:10][NH:11][C:12](=[O:31])[C@H:13]([CH2:25][CH:26]2[CH2:30][CH2:29][CH2:28][CH2:27]2)[CH2:14][N:15]([O:18][CH:19]2[CH2:24][CH2:23][CH2:22][CH2:21][O:20]2)[CH:16]=[O:17])[C:3]=1[F:32].Cl.[NH:34]1[CH2:37][CH2:36][CH2:35]1.CCN(C(C)C)C(C)C. The catalyst is CS(C)=O. The product is [N:34]1([C:2]2[N:7]=[C:6]([S:8][CH3:9])[N:5]=[C:4]([NH:10][NH:11][C:12](=[O:31])[C@H:13]([CH2:25][CH:26]3[CH2:30][CH2:29][CH2:28][CH2:27]3)[CH2:14][N:15]([O:18][CH:19]3[CH2:24][CH2:23][CH2:22][CH2:21][O:20]3)[CH:16]=[O:17])[C:3]=2[F:32])[CH2:37][CH2:36][CH2:35]1. The yield is 0.650. (7) The reactants are S(=O)(=O)(O)O.COC(=O)[NH:9][CH2:10][C@H:11]([CH2:16][C:17](=[O:27])N[C@H](C1C=CC=CC=1)C)[CH2:12][CH:13]([CH3:15])[CH3:14].[OH-:29].[Na+]. No catalyst specified. The product is [CH3:15][CH:13]([CH2:12][C@H:11]([CH2:10][NH2:9])[CH2:16][C:17]([OH:27])=[O:29])[CH3:14]. The yield is 0.404. (8) The reactants are [Br:1][C:2]1[CH:3]=[C:4]2[C:9](=[CH:10][C:11]=1[F:12])[CH:8]1[CH2:13][CH:6]([CH2:7]1)[C:5]2=[O:14].F[B-](F)(F)F.C([O+](CC)CC)C.[N+](=[CH:29][C:30]([O:32][CH2:33][CH3:34])=[O:31])=[N-]. The catalyst is ClCCl. The product is [Br:1][C:2]1[C:11]([F:12])=[CH:10][C:9]2[CH:8]3[CH2:7][CH:6]([CH2:13]3)[C:5](=[O:14])[CH:29]([C:30]([O:32][CH2:33][CH3:34])=[O:31])[C:4]=2[CH:3]=1. The yield is 0.720. (9) The yield is 0.880. The product is [I:21][C:18]1[CH:19]=[C:20]2[C:11](=[C:12]([C:13]([O:15][CH3:16])=[O:14])[CH:17]=1)[NH:10][CH:9]=[CH:5][C:6]2=[O:8]. The catalyst is C1(OC2C=CC=CC=2)C=CC=CC=1. The reactants are CC1(C)O[C:6](=[O:8])[C:5](=[CH:9][NH:10][C:11]2[CH:20]=[CH:19][C:18]([I:21])=[CH:17][C:12]=2[C:13]([O:15][CH3:16])=[O:14])C(=O)O1.